Dataset: Forward reaction prediction with 1.9M reactions from USPTO patents (1976-2016). Task: Predict the product of the given reaction. (1) Given the reactants Cl[C:2]1[C:3]2[CH:10]=[CH:9][NH:8][C:4]=2[N:5]=[CH:6][N:7]=1.[Br-].[CH:12]1([Zn+])[CH2:16][CH2:15][CH2:14][CH2:13]1.O1CCOCC1, predict the reaction product. The product is: [CH:12]1([C:2]2[C:3]3[CH:10]=[CH:9][NH:8][C:4]=3[N:5]=[CH:6][N:7]=2)[CH2:16][CH2:15][CH2:14][CH2:13]1. (2) Given the reactants [F:1][C:2]1[CH:7]=[C:6]([N+:8]([O-])=O)[CH:5]=[CH:4][C:3]=1[O:11][CH2:12][CH2:13][N:14]([CH3:16])[CH3:15].C1(N)C=CC=CC=1.Cl.CCOCC, predict the reaction product. The product is: [CH3:15][N:14]([CH3:16])[CH2:13][CH2:12][O:11][C:3]1[CH:4]=[CH:5][C:6]([NH2:8])=[CH:7][C:2]=1[F:1]. (3) Given the reactants Cl[C:2]1[C:3](=[O:26])[N:4]([C:18]2[CH:23]=[CH:22][C:21]([Cl:24])=[C:20]([Cl:25])[CH:19]=2)[C:5](=[O:17])[C:6]=1[C:7]1[CH:12]=[CH:11][C:10]([O:13][CH3:14])=[CH:9][C:8]=1[O:15][CH3:16].[NH:27]1[CH2:32][CH2:31][O:30][CH2:29][CH2:28]1, predict the reaction product. The product is: [Cl:25][C:20]1[CH:19]=[C:18]([N:4]2[C:3](=[O:26])[C:2]([N:27]3[CH2:32][CH2:31][O:30][CH2:29][CH2:28]3)=[C:6]([C:7]3[CH:12]=[CH:11][C:10]([O:13][CH3:14])=[CH:9][C:8]=3[O:15][CH3:16])[C:5]2=[O:17])[CH:23]=[CH:22][C:21]=1[Cl:24]. (4) Given the reactants Br[Zn][CH2:3][CH2:4][CH2:5][C:6]#[N:7].Cl[C:9]1[CH:18]=[CH:17][C:16]2[C:11](=[CH:12][CH:13]=[C:14]([Cl:29])[C:15]=2[NH:19][C:20](=[O:28])[CH2:21][CH:22]2[CH2:27][CH2:26][CH2:25][CH2:24][CH2:23]2)[N:10]=1, predict the reaction product. The product is: [Cl:29][C:14]1[C:15]([NH:19][C:20](=[O:28])[CH2:21][CH:22]2[CH2:27][CH2:26][CH2:25][CH2:24][CH2:23]2)=[C:16]2[C:11](=[CH:12][CH:13]=1)[N:10]=[C:9]([CH2:3][CH2:4][CH2:5][C:6]#[N:7])[CH:18]=[CH:17]2. (5) Given the reactants Br[C:2]1[CH:3]=[C:4]([CH:8]([C:19]2[CH:24]=[CH:23][CH:22]=[CH:21][C:20]=2[CH3:25])[CH2:9][C:10]([C:12]2[CH:17]=[CH:16][N:15]=[C:14]([CH3:18])[CH:13]=2)=[O:11])[CH:5]=[CH:6][CH:7]=1.C[O:27][C:28]([C:30]1[CH:35]=[CH:34][C:33](B(O)O)=[CH:32][N:31]=1)=[O:29], predict the reaction product. The product is: [CH3:18][C:14]1[CH:13]=[C:12]([C:10](=[O:11])[CH2:9][CH:8]([C:4]2[CH:3]=[C:2]([C:33]3[CH:34]=[CH:35][C:30]([C:28]([OH:27])=[O:29])=[N:31][CH:32]=3)[CH:7]=[CH:6][CH:5]=2)[C:19]2[CH:24]=[CH:23][CH:22]=[CH:21][C:20]=2[CH3:25])[CH:17]=[CH:16][N:15]=1.